From a dataset of Reaction yield outcomes from USPTO patents with 853,638 reactions. Predict the reaction yield, written as a fraction of the theoretical maximum amount of product (1.0 means a 100% yield; for example, 0.34 means a 34% yield). (1) The reactants are [CH:1]([N:4]1[CH2:10][CH2:9][CH2:8][N:7]([C:11]2[CH:21]=[CH:20][C:14]([C:15]([O:17]CC)=O)=[CH:13][CH:12]=2)[CH2:6][CH2:5]1)([CH3:3])[CH3:2].[CH3:22][O:23][C:24]1[CH:25]=[C:26]([CH2:32][CH2:33][C:34]2[CH:35]=[C:36]([NH2:39])[NH:37][N:38]=2)[CH:27]=[C:28]([O:30][CH3:31])[CH:29]=1.C[Al](C)C.C(Cl)Cl.CCOCC. The catalyst is C1(C)C=CC=CC=1. The product is [CH3:31][O:30][C:28]1[CH:27]=[C:26]([CH2:32][CH2:33][C:34]2[CH:35]=[C:36]([NH:39][C:15](=[O:17])[C:14]3[CH:13]=[CH:12][C:11]([N:7]4[CH2:8][CH2:9][CH2:10][N:4]([CH:1]([CH3:2])[CH3:3])[CH2:5][CH2:6]4)=[CH:21][CH:20]=3)[NH:37][N:38]=2)[CH:25]=[C:24]([O:23][CH3:22])[CH:29]=1. The yield is 0.429. (2) The yield is 0.170. The reactants are [OH:1][C:2]1[C:7](=[O:8])[CH:6]=[CH:5][N:4]([CH3:9])[CH:3]=1.C([O-])([O-])=O.[K+].[K+].C[O:17][CH:18](O)[C:19]([F:22])([F:21])[F:20]. No catalyst specified. The product is [OH:1][C:2]1[C:7](=[O:8])[CH:6]=[CH:5][N:4]([CH3:9])[C:3]=1[CH:18]([OH:17])[C:19]([F:22])([F:21])[F:20]. (3) The reactants are Cl.[NH2:2][C:3]1[C:11]([OH:12])=[C:10]2[C:6]([CH2:7][CH2:8][CH:9]2[CH2:13][CH2:14][NH:15][C:16](=[O:18])[CH3:17])=[CH:5][CH:4]=1.[CH3:19][O:20][C:21](OC)(OC)OC. The catalyst is O1CCCC1.C(OCC)(=O)C.C(=O)([O-])O.[Na+]. The product is [CH3:19][O:20][C:21]1[O:12][C:11]2[C:10]3[CH:9]([CH2:13][CH2:14][NH:15][C:16](=[O:18])[CH3:17])[CH2:8][CH2:7][C:6]=3[CH:5]=[CH:4][C:3]=2[N:2]=1. The yield is 0.580. (4) The reactants are [OH:1][CH:2]1[CH2:6][CH2:5][N:4]([C:7]([O:9][C:10]([CH3:13])([CH3:12])[CH3:11])=[O:8])[CH2:3]1.O[C:15]1[CH:16]=[N:17][CH:18]=[CH:19][CH:20]=1.C1(P(C2C=CC=CC=2)C2C=CC=CC=2)C=CC=CC=1.CCOC(/N=N/C(OCC)=O)=O. The catalyst is C1COCC1. The product is [N:17]1[CH:18]=[CH:19][CH:20]=[C:15]([O:1][CH:2]2[CH2:6][CH2:5][N:4]([C:7]([O:9][C:10]([CH3:13])([CH3:12])[CH3:11])=[O:8])[CH2:3]2)[CH:16]=1. The yield is 0.860. (5) The reactants are [Br:1][C:2]1[CH:11]=[C:10]2[C:5]([C:6](Cl)=[C:7]([C:12]([NH2:14])=[O:13])[CH:8]=[N:9]2)=[CH:4][CH:3]=1.[NH2:16][C:17]1[CH:18]=[CH:19][C:20]([OH:26])=[C:21]([CH:25]=1)[C:22]([OH:24])=[O:23]. The catalyst is C(O)(=O)C. The product is [NH2:14][C:12]([C:7]1[CH:8]=[N:9][C:10]2[C:5]([C:6]=1[NH:16][C:17]1[CH:18]=[CH:19][C:20]([OH:26])=[C:21]([CH:25]=1)[C:22]([OH:24])=[O:23])=[CH:4][CH:3]=[C:2]([Br:1])[CH:11]=2)=[O:13]. The yield is 0.412. (6) The reactants are C([O:8][C:9]1[CH:10]=[C:11](B(O)O)[CH:12]=[C:13]([F:15])[CH:14]=1)C1C=CC=CC=1.I[C:20]1[C:28]2[C:23](=[N:24][CH:25]=[N:26][C:27]=2[NH2:29])[N:22]([CH:30]([CH3:32])[CH3:31])[N:21]=1.C([O-])([O-])=O.[Na+].[Na+]. The catalyst is CCO.COCCOC.C1C=CC([P]([Pd]([P](C2C=CC=CC=2)(C2C=CC=CC=2)C2C=CC=CC=2)([P](C2C=CC=CC=2)(C2C=CC=CC=2)C2C=CC=CC=2)[P](C2C=CC=CC=2)(C2C=CC=CC=2)C2C=CC=CC=2)(C2C=CC=CC=2)C2C=CC=CC=2)=CC=1. The product is [NH2:29][C:27]1[N:26]=[CH:25][N:24]=[C:23]2[N:22]([CH:30]([CH3:32])[CH3:31])[N:21]=[C:20]([C:11]3[CH:10]=[C:9]([OH:8])[CH:14]=[C:13]([F:15])[CH:12]=3)[C:28]=12. The yield is 0.600.